This data is from hERG potassium channel inhibition data for cardiac toxicity prediction from Karim et al.. The task is: Regression/Classification. Given a drug SMILES string, predict its toxicity properties. Task type varies by dataset: regression for continuous values (e.g., LD50, hERG inhibition percentage) or binary classification for toxic/non-toxic outcomes (e.g., AMES mutagenicity, cardiotoxicity, hepatotoxicity). Dataset: herg_karim. (1) The compound is COc1cc(F)ccc1-c1cncc(CNC(=O)c2cnccn2)c1. The result is 1 (blocker). (2) The drug is C[C@]1(C(=O)O)CC[C@@](C)(c2nc(-c3ccc(C(=O)Nc4cc(C(F)(F)F)ccn4)cc3)c3c(N)nccn32)CC1. The result is 0 (non-blocker). (3) The molecule is CC[C@@H](C)[C@H](C(=O)O)N1CC(CN2CCC(c3cc(Cc4ccc(OC)c(OC)c4)nn3CC)CC2)[C@@H](c2cccc(F)c2)C1. The result is 0 (non-blocker). (4) The molecule is COc1ccc2ncc(F)c([C@H]3OC(=O)O[C@@H]3C34CCC(NCc5ccc6c(n5)NC(=O)CO6)(CC3)CO4)c2n1. The result is 0 (non-blocker). (5) The drug is CCN1CCN(c2cc3[nH]c(S[C@@]4(C)CC[C@H](NC(=O)OC)C4)nc3cc2Cl)CC1. The result is 1 (blocker).